The task is: Predict the reactants needed to synthesize the given product.. This data is from Retrosynthesis with 50K atom-mapped reactions and 10 reaction types from USPTO. (1) Given the product CC(C)(C)OC(=O)N1CCC(CBr)CC1, predict the reactants needed to synthesize it. The reactants are: BrC(Br)(Br)Br.CC(C)(C)OC(=O)N1CCC(CO)CC1. (2) Given the product O=C(c1c(Cl)cccc1[N+](=O)[O-])n1ccnc1-c1ccccc1, predict the reactants needed to synthesize it. The reactants are: O=C(Cl)c1c(Cl)cccc1[N+](=O)[O-].c1ccc(-c2ncc[nH]2)cc1. (3) Given the product O=C(Nc1ncc(Cl)cc1[N+](=O)[O-])C(F)(F)F, predict the reactants needed to synthesize it. The reactants are: Nc1ncc(Cl)cc1[N+](=O)[O-].O=C(OC(=O)C(F)(F)F)C(F)(F)F.